This data is from Forward reaction prediction with 1.9M reactions from USPTO patents (1976-2016). The task is: Predict the product of the given reaction. (1) Given the reactants [Cl:1][C:2]1[C:8]([Cl:9])=[CH:7][C:5]([NH2:6])=[C:4]([N:10]2[CH2:15][CH2:14][N:13]([CH2:16][CH2:17][C:18]([F:21])([F:20])[F:19])[CH2:12][CH2:11]2)[CH:3]=1.C(O[C:27]([NH:29][CH2:30][C:31]1[CH:39]=[CH:38][C:34]([C:35]([OH:37])=O)=[C:33]([F:40])[C:32]=1[F:41])=[O:28])(C)(C)C.CN(C(ON1N=N[C:52]2[CH:53]=[CH:54][CH:55]=[N:56][C:51]1=2)=[N+](C)C)C.F[P-](F)(F)(F)(F)F.CN([CH:69]=[O:70])C, predict the reaction product. The product is: [Cl:1][C:2]1[C:8]([Cl:9])=[CH:7][C:5]([NH:6][C:35]([C:34]2[CH:38]=[CH:39][C:31]([CH2:30][NH:29][C:27]([N:56]3[CH2:51][CH2:52][CH:53]([CH2:69][OH:70])[CH2:54][CH2:55]3)=[O:28])=[C:32]([F:41])[C:33]=2[F:40])=[O:37])=[C:4]([N:10]2[CH2:11][CH2:12][N:13]([CH2:16][CH2:17][C:18]([F:20])([F:21])[F:19])[CH2:14][CH2:15]2)[CH:3]=1. (2) The product is: [N:12]1[C:13]2[C:8](=[N:7][CH:6]=[CH:5][CH:14]=2)[C:9]([S:15][C:16]2[CH:21]=[CH:20][C:19]([NH2:22])=[CH:18][CH:17]=2)=[CH:10][CH:11]=1. Given the reactants C[O-].[Na+].Br[C:5]1[CH:14]=[C:13]2[C:8]([C:9]([S:15][C:16]3[CH:21]=[CH:20][C:19]([NH2:22])=[CH:18][CH:17]=3)=[CH:10][CH:11]=[N:12]2)=[N:7][CH:6]=1, predict the reaction product. (3) Given the reactants [NH2:1][C:2]1[N:7]=[C:6]([CH:8]2[CH2:13][CH2:12][C:11](=O)[CH2:10][CH2:9]2)[CH:5]=[CH:4][CH:3]=1.[NH:15]1[CH2:18][CH:17]([NH:19][C:20]([CH2:22][NH:23][C:24](=[O:35])[C:25]2[CH:30]=[CH:29][CH:28]=[C:27]([C:31]([F:34])([F:33])[F:32])[CH:26]=2)=[O:21])[CH2:16]1, predict the reaction product. The product is: [NH2:1][C:2]1[N:7]=[C:6]([CH:8]2[CH2:13][CH2:12][CH:11]([N:15]3[CH2:18][CH:17]([NH:19][C:20]([CH2:22][NH:23][C:24](=[O:35])[C:25]4[CH:30]=[CH:29][CH:28]=[C:27]([C:31]([F:34])([F:32])[F:33])[CH:26]=4)=[O:21])[CH2:16]3)[CH2:10][CH2:9]2)[CH:5]=[CH:4][CH:3]=1. (4) Given the reactants [Cl:1][C:2]1[CH:7]=[C:6]([O:8][C:9]([F:12])([F:11])[F:10])[CH:5]=[CH:4][C:3]=1[OH:13].Br[CH2:15][CH2:16][CH2:17][OH:18].C(=O)([O-])[O-].[K+].[K+], predict the reaction product. The product is: [Cl:1][C:2]1[CH:7]=[C:6]([O:8][C:9]([F:11])([F:12])[F:10])[CH:5]=[CH:4][C:3]=1[O:13][CH2:15][CH2:16][CH2:17][OH:18]. (5) Given the reactants [CH2:1]([NH:8][C:9]([C:11]1[S:15][C:14]([N:16]2[CH:20]=[C:19]([CH:21]([OH:28])[C:22]3[CH:27]=[CH:26][CH:25]=[CH:24][CH:23]=3)[N:18]=[N:17]2)=[N:13][C:12]=1[CH3:29])=[O:10])[C:2]1[CH:7]=[CH:6][CH:5]=[CH:4][CH:3]=1.CC(OI1(OC(C)=O)(OC(C)=O)OC(=O)C2C=CC=CC1=2)=O, predict the reaction product. The product is: [C:21]([C:19]1[N:18]=[N:17][N:16]([C:14]2[S:15][C:11]([C:9]([NH:8][CH2:1][C:2]3[CH:7]=[CH:6][CH:5]=[CH:4][CH:3]=3)=[O:10])=[C:12]([CH3:29])[N:13]=2)[CH:20]=1)(=[O:28])[C:22]1[CH:23]=[CH:24][CH:25]=[CH:26][CH:27]=1. (6) The product is: [CH:18]1([C:21]([NH:23][C:24]2[CH:29]=[CH:28][C:27]([CH3:30])=[C:26]([CH:31]3[CH2:32][CH2:33][N:34]([CH2:2][C:3]4[CH:8]=[CH:7][C:6]([S:9]([C:11]5[CH:16]=[CH:15][C:14]([CH3:17])=[CH:13][CH:12]=5)=[O:10])=[CH:5][CH:4]=4)[CH2:35][CH2:36]3)[CH:25]=2)=[O:22])[CH2:19][CH2:20]1. Given the reactants Br[CH2:2][C:3]1[CH:8]=[CH:7][C:6]([S:9]([C:11]2[CH:16]=[CH:15][C:14]([CH3:17])=[CH:13][CH:12]=2)=[O:10])=[CH:5][CH:4]=1.[CH:18]1([C:21]([NH:23][C:24]2[CH:29]=[CH:28][C:27]([CH3:30])=[C:26]([CH:31]3[CH2:36][CH2:35][NH:34][CH2:33][CH2:32]3)[CH:25]=2)=[O:22])[CH2:20][CH2:19]1.C(=O)([O-])[O-].[K+].[K+].[Na+].[I-], predict the reaction product. (7) The product is: [Cl:8][C:7]1[CH:6]=[CH:5][C:4]([CH:9]([O:20][CH3:21])[C:10]2([C:13]([O:15][C:16]([CH3:17])([CH3:18])[CH3:19])=[O:14])[CH2:11][CH2:12]2)=[CH:3][C:2]=1[NH:1][C:30](=[O:31])[C@H:29]([C:26]1[CH:25]=[CH:24][C:23]([Cl:22])=[CH:28][CH:27]=1)[C@@H:33]([CH3:38])[C:34]([F:35])([F:36])[F:37]. Given the reactants [NH2:1][C:2]1[CH:3]=[C:4]([CH:9]([O:20][CH3:21])[C:10]2([C:13]([O:15][C:16]([CH3:19])([CH3:18])[CH3:17])=[O:14])[CH2:12][CH2:11]2)[CH:5]=[CH:6][C:7]=1[Cl:8].[Cl:22][C:23]1[CH:28]=[CH:27][C:26]([C@H:29]([C@@H:33]([CH3:38])[C:34]([F:37])([F:36])[F:35])[C:30](O)=[O:31])=[CH:25][CH:24]=1.CN(C(ON1N=NC2C=CC=NC1=2)=[N+](C)C)C.F[P-](F)(F)(F)(F)F, predict the reaction product. (8) The product is: [ClH:21].[F:1][CH:2]([F:18])[O:3][C:4]1[CH:5]=[C:6]([CH:14]([OH:17])[C:15](=[NH:16])[O:20][CH3:19])[CH:7]=[CH:8][C:9]=1[O:10][CH:11]([F:12])[F:13]. Given the reactants [F:1][CH:2]([F:18])[O:3][C:4]1[CH:5]=[C:6]([CH:14]([OH:17])[C:15]#[N:16])[CH:7]=[CH:8][C:9]=1[O:10][CH:11]([F:13])[F:12].[CH3:19][OH:20].[ClH:21], predict the reaction product. (9) The product is: [CH3:12][C:9]1([CH3:13])[CH:8]2[CH:10]1[CH2:11][NH:6][CH:7]2[C:14]([OH:16])=[O:15]. Given the reactants CC(C)(C)[C@H](NC1C=CC=C(C(F)(F)F)C=1)C([N:6]1[CH2:11][C@H:10]2[C@H:8]([C:9]2([CH3:13])[CH3:12])[C@H:7]1[C:14]([O:16]C)=[O:15])=O.[OH-].[Na+], predict the reaction product. (10) Given the reactants C(N(CC)CC)C.CC1(C)C(C)(C)OBO1.I[C:18]1[C:26]2[C:21](=[N:22][CH:23]=[CH:24][CH:25]=2)[N:20](C(OC(C)(C)C)=O)[CH:19]=1.Br[C:35]1[C:44]2[C:39](=[CH:40][CH:41]=[CH:42][CH:43]=2)[N:38]=[C:37]([NH2:45])[CH:36]=1.C(=O)([O-])[O-].[Cs+].[Cs+], predict the reaction product. The product is: [NH:20]1[C:21]2=[N:22][CH:23]=[CH:24][CH:25]=[C:26]2[C:18]([C:35]2[C:44]3[C:39](=[CH:40][CH:41]=[CH:42][CH:43]=3)[N:38]=[C:37]([NH2:45])[CH:36]=2)=[CH:19]1.